Dataset: NCI-60 drug combinations with 297,098 pairs across 59 cell lines. Task: Regression. Given two drug SMILES strings and cell line genomic features, predict the synergy score measuring deviation from expected non-interaction effect. Cell line: SK-MEL-5. Drug 1: CC(CN1CC(=O)NC(=O)C1)N2CC(=O)NC(=O)C2. Synergy scores: CSS=16.7, Synergy_ZIP=-4.48, Synergy_Bliss=6.25, Synergy_Loewe=0.104, Synergy_HSA=4.93. Drug 2: CN(C)N=NC1=C(NC=N1)C(=O)N.